This data is from Reaction yield outcomes from USPTO patents with 853,638 reactions. The task is: Predict the reaction yield, written as a fraction of the theoretical maximum amount of product (1.0 means a 100% yield; for example, 0.34 means a 34% yield). (1) The reactants are [CH3:1][C:2]1[N:6]([CH:7]2[CH2:12][CH2:11][O:10][CH2:9][CH2:8]2)[C:5]2[CH:13]=[CH:14][C:15]([C:17]([OH:19])=O)=[CH:16][C:4]=2[N:3]=1.[NH2:20][C:21]1[CH:26]=[C:25]([Cl:27])[CH:24]=[CH:23][C:22]=1O.CCN=C=NCCCN(C)C.O.C1(C)C=CC(S(O)(=O)=O)=CC=1. The catalyst is C1(C)C=CC=CC=1.O.CN(C=O)C. The product is [Cl:27][C:25]1[CH:24]=[CH:23][C:22]2[O:19][C:17]([C:15]3[CH:14]=[CH:13][C:5]4[N:6]([CH:7]5[CH2:8][CH2:9][O:10][CH2:11][CH2:12]5)[C:2]([CH3:1])=[N:3][C:4]=4[CH:16]=3)=[N:20][C:21]=2[CH:26]=1. The yield is 0.153. (2) The reactants are [O-]P([O-])([O-])=O.[K+].[K+].[K+].[NH:9]1[CH2:14][CH2:13][CH2:12][CH2:11][CH2:10]1.I[C:16]1[CH:21]=[CH:20][CH:19]=[CH:18][CH:17]=1.C(O)CO. The product is [C:16]1([N:9]2[CH2:14][CH2:13][CH2:12][CH2:11][CH2:10]2)[CH:21]=[CH:20][CH:19]=[CH:18][CH:17]=1. The catalyst is [Cu]I.CCCCCC.C(OCC)(=O)C.CC(O)C. The yield is 0.800.